This data is from Reaction yield outcomes from USPTO patents with 853,638 reactions. The task is: Predict the reaction yield, written as a fraction of the theoretical maximum amount of product (1.0 means a 100% yield; for example, 0.34 means a 34% yield). (1) The reactants are [CH3:1][C:2]1[CH:3]=[C:4]([CH:22]=[C:23]([CH3:34])[C:24]=1[N:25]1[CH:29]=[C:28]([C:30]([F:33])([F:32])[F:31])[CH:27]=[N:26]1)[O:5][CH:6]([CH:16]1[CH2:19][C:18]([CH3:21])([CH3:20])[CH2:17]1)[C:7]1[CH:15]=[CH:14][C:10]([C:11]([OH:13])=O)=[CH:9][CH:8]=1.Cl.[NH2:36][CH2:37][CH2:38][C:39]([O:41][CH2:42][CH3:43])=[O:40].F[P-](F)(F)(F)(F)F.N1(OC(N(C)C)=[N+](C)C)C2N=CC=CC=2N=N1.C(N(C(C)C)CC)(C)C. The catalyst is O1CCCC1. The product is [CH3:1][C:2]1[CH:3]=[C:4]([CH:22]=[C:23]([CH3:34])[C:24]=1[N:25]1[CH:29]=[C:28]([C:30]([F:32])([F:31])[F:33])[CH:27]=[N:26]1)[O:5][CH:6]([CH:16]1[CH2:19][C:18]([CH3:21])([CH3:20])[CH2:17]1)[C:7]1[CH:15]=[CH:14][C:10]([C:11]([NH:36][CH2:37][CH2:38][C:39]([O:41][CH2:42][CH3:43])=[O:40])=[O:13])=[CH:9][CH:8]=1. The yield is 0.390. (2) The reactants are [Cl:1][C:2]1[CH:25]=[CH:24][CH:23]=[C:22]([Cl:26])[C:3]=1[CH2:4][O:5][C:6]1[C:7]([NH2:21])=[N:8][CH:9]=[C:10]([C:12]2[CH:13]=[C:14]3[C:18](=[CH:19][CH:20]=2)[NH:17][CH:16]=[CH:15]3)[CH:11]=1.FC(F)(F)C(O)=O.[CH3:34][N:35]1[CH2:40][CH2:39][C:38](=O)[CH2:37][CH2:36]1. The catalyst is C(O)(=O)C. The product is [Cl:1][C:2]1[CH:25]=[CH:24][CH:23]=[C:22]([Cl:26])[C:3]=1[CH2:4][O:5][C:6]1[C:7]([NH2:21])=[N:8][CH:9]=[C:10]([C:12]2[CH:13]=[C:14]3[C:18](=[CH:19][CH:20]=2)[NH:17][CH:16]=[C:15]3[C:38]2[CH2:39][CH2:40][N:35]([CH3:34])[CH2:36][CH:37]=2)[CH:11]=1. The yield is 0.410.